The task is: Regression. Given a peptide amino acid sequence and an MHC pseudo amino acid sequence, predict their binding affinity value. This is MHC class II binding data.. This data is from Peptide-MHC class II binding affinity with 134,281 pairs from IEDB. (1) The peptide sequence is DPYILLVSSKVSTVK. The MHC is DRB1_1302 with pseudo-sequence DRB1_1302. The binding affinity (normalized) is 0.707. (2) The MHC is DRB3_0202 with pseudo-sequence DRB3_0202. The binding affinity (normalized) is 0. The peptide sequence is ATPPPPPPPQLGASP.